Dataset: Full USPTO retrosynthesis dataset with 1.9M reactions from patents (1976-2016). Task: Predict the reactants needed to synthesize the given product. (1) Given the product [CH3:22][C:20]1[S:21][C:17]2[C:8]3[CH2:9][CH2:10][NH:11][CH2:12][CH2:13][C:7]=3[CH:6]=[CH:5][C:18]=2[N:19]=1, predict the reactants needed to synthesize it. The reactants are: CC([C:5]1[C:18]2[N:19]=[C:20]([CH3:22])[S:21][C:17]=2[C:8]2[CH2:9][CH2:10][N:11](C([O-])=O)[CH2:12][CH2:13][C:7]=2[CH:6]=1)(C)C.C(O)(C(F)(F)F)=O. (2) Given the product [OH:2][CH2:1][C@@H:3]1[C@@H:11]([C@@:12]2([CH3:23])[CH2:20][C:16]3[CH:17]=[N:18][O:19][C:15]=3[CH2:14][C@@H:13]2[CH2:21][OH:22])[CH2:10][CH2:9][C:8]2[C:7]([CH3:25])([CH3:24])[CH2:6][CH2:5][C:4]1=2, predict the reactants needed to synthesize it. The reactants are: [CH:1]([C@@H:3]1[C@@H:11]([C@@:12]2([CH3:23])[CH2:20][C:16]3[CH:17]=[N:18][O:19][C:15]=3[CH2:14][C@@H:13]2[CH:21]=[O:22])[CH2:10][CH2:9][C:8]2[C:7]([CH3:25])([CH3:24])[CH2:6][CH2:5][C:4]1=2)=[O:2].[BH4-].[Na+]. (3) Given the product [ClH:1].[NH2:43][CH2:42][CH2:41][C:39]1[S:40][C:36]([C:33]2[CH:34]=[CH:35][C:30]([NH:29][C:28]([NH:27][C:22]3[CH:21]=[C:20]([F:19])[CH:25]=[C:24]([F:26])[CH:23]=3)=[O:51])=[CH:31][CH:32]=2)=[CH:37][N:38]=1, predict the reactants needed to synthesize it. The reactants are: [ClH:1].[N+](C1C=CC(C2SC(CCN)=NC=2)=CC=1)([O-])=O.[F:19][C:20]1[CH:21]=[C:22]([NH:27][C:28](=[O:51])[NH:29][C:30]2[CH:35]=[CH:34][C:33]([C:36]3[S:40][C:39]([CH2:41][CH2:42][NH:43]C(=O)OC(C)(C)C)=[N:38][CH:37]=3)=[CH:32][CH:31]=2)[CH:23]=[C:24]([F:26])[CH:25]=1.Cl.